The task is: Predict which catalyst facilitates the given reaction.. This data is from Catalyst prediction with 721,799 reactions and 888 catalyst types from USPTO. (1) The catalyst class is: 19. Reactant: [CH2:1]([O:3][C:4](=[O:25])[CH2:5][N:6]1[CH2:9][C:8]2([CH2:13][CH2:12][CH2:11][N:10]2C(OCC2C=CC=CC=2)=O)[C:7]1=[O:24])[CH3:2]. Product: [O:24]=[C:7]1[C:8]2([CH2:13][CH2:12][CH2:11][NH:10]2)[CH2:9][N:6]1[CH2:5][C:4]([O:3][CH2:1][CH3:2])=[O:25]. (2) Reactant: [CH2:1]([CH:7]1[CH2:9][O:8]1)[CH2:2][CH2:3][CH2:4][CH2:5][CH3:6].Cl[C:11]1[NH:12][C:13]2[CH:19]=[CH:18][CH:17]=[CH:16][C:14]=2[N:15]=1.C(=O)([O-])[O-].[Cs+].[Cs+].[H-].[Na+].[H][H]. Product: [CH2:1]([C@H:7]1[O:8][C:11]2=[N:15][C:14]3[CH:16]=[CH:17][CH:18]=[CH:19][C:13]=3[N:12]2[CH2:9]1)[CH2:2][CH2:3][CH2:4][CH2:5][CH3:6]. The catalyst class is: 16. (3) Reactant: [C:1]([O:5][C:6](=[O:26])[N:7]([C:15]1[CH:20]=[C:19]([O:21][CH3:22])[CH:18]=[CH:17][C:16]=1[N+:23]([O-:25])=[O:24])C(OC(C)(C)C)=O)([CH3:4])([CH3:3])[CH3:2].C[O-].[Na+]. Product: [C:1]([O:5][C:6](=[O:26])[NH:7][C:15]1[CH:20]=[C:19]([O:21][CH3:22])[CH:18]=[CH:17][C:16]=1[N+:23]([O-:25])=[O:24])([CH3:4])([CH3:2])[CH3:3]. The catalyst class is: 224. (4) Reactant: N#N.[Cl:3][C:4]1[CH:27]=[CH:26][CH:25]=[CH:24][C:5]=1[CH2:6][O:7][C:8](=[O:23])[NH:9][C:10]1[CH:14]=[N:13][N:12]([CH2:15][C:16]2[N:17]=[C:18]([CH2:21][OH:22])[O:19][CH:20]=2)[N:11]=1.C(C#N)(C)=[O:29]. Product: [Cl:3][C:4]1[CH:27]=[CH:26][CH:25]=[CH:24][C:5]=1[CH2:6][O:7][C:8](=[O:23])[NH:9][C:10]1[CH:14]=[N:13][N:12]([CH2:15][C:16]2[N:17]=[C:18]([CH:21]([OH:29])[OH:22])[O:19][CH:20]=2)[N:11]=1. The catalyst class is: 697. (5) Reactant: [CH3:1][C:2]1[O:3][C:4]([CH3:9])=[CH:5][C:6](=[O:8])[CH:7]=1. Product: [CH3:1][CH:2]1[CH2:7][C:6](=[O:8])[CH2:5][CH:4]([CH3:9])[O:3]1. The catalyst class is: 29. (6) Reactant: [CH3:1][O:2][C:3]([C:5]1[CH:6]=[C:7]([CH2:11][O:12][CH2:13][C@@H:14]([C:16]([NH:18]C(OC(C)(C)C)=O)=[O:17])[NH2:15])[CH:8]=[CH:9][CH:10]=1)=[O:4].Cl. Product: [CH3:1][O:2][C:3]([C:5]1[CH:6]=[C:7]([CH2:11][O:12][CH2:13][C@@H:14]([C:16]([NH2:18])=[O:17])[NH2:15])[CH:8]=[CH:9][CH:10]=1)=[O:4]. The catalyst class is: 25. (7) Reactant: [CH3:1][O:2][C:3](=[O:13])[C:4]1[CH:9]=[C:8]([C:10]#[N:11])[CH:7]=[CH:6][C:5]=1[OH:12].[C:14]([O-])([O-])=O.[K+].[K+].CI. Product: [CH3:1][O:2][C:3](=[O:13])[C:4]1[CH:9]=[C:8]([C:10]#[N:11])[CH:7]=[CH:6][C:5]=1[O:12][CH3:14]. The catalyst class is: 21. (8) Reactant: [C:1]([NH:8][C@H:9]([C:13]([OH:15])=O)[CH:10]([CH3:12])[CH3:11])([O:3][C:4]([CH3:7])([CH3:6])[CH3:5])=[O:2].C1C=CC2N(O)N=NC=2C=1.Cl.CN(C)CCCN=C=NCC.Cl.[CH2:39]([O:46][P:47]([CH2:56][C@H:57]([OH:60])[CH2:58][NH2:59])([CH2:49][CH:50]1[CH2:55][CH2:54][CH2:53][CH2:52][CH2:51]1)=[O:48])[C:40]1[CH:45]=[CH:44][CH:43]=[CH:42][CH:41]=1.C(N(CC)CC)C. Product: [CH2:39]([O:46][P:47]([CH2:56][C@H:57]([OH:60])[CH2:58][NH:59][C:13](=[O:15])[C@@H:9]([NH:8][C:1]([O:3][C:4]([CH3:5])([CH3:6])[CH3:7])=[O:2])[CH:10]([CH3:11])[CH3:12])([CH2:49][CH:50]1[CH2:55][CH2:54][CH2:53][CH2:52][CH2:51]1)=[O:48])[C:40]1[CH:41]=[CH:42][CH:43]=[CH:44][CH:45]=1. The catalyst class is: 39. (9) Reactant: [Cl:1][C:2]1[N:10]=[C:9]([Cl:11])[CH:8]=[CH:7][C:3]=1[C:4]([OH:6])=O.C[N:13]([CH:15]=O)C.[C:17](Cl)(=O)[C:18](Cl)=O. Product: [CH2:15]([NH:13][C:4](=[O:6])[C:3]1[CH:7]=[CH:8][C:9]([Cl:11])=[N:10][C:2]=1[Cl:1])[C:18]1[CH:17]=[CH:8][CH:7]=[CH:3][CH:2]=1. The catalyst class is: 11. (10) Product: [F:1][C:2]1[CH:3]=[CH:4][C:5]([O:6][C:7]2[CH:12]=[CH:11][C:10]([S:13]([N:16]3[CH2:25][CH2:24][C:23]4[C:18](=[CH:19][CH:20]=[C:21]([O:26][CH2:27][CH2:28][N:29]5[CH2:30][CH2:31][O:32][CH2:33][CH2:34]5)[CH:22]=4)[CH:17]3[C:35]([OH:37])=[O:36])(=[O:14])=[O:15])=[CH:9][CH:8]=2)=[CH:39][CH:40]=1. Reactant: [F:1][C:2]1[CH:40]=[CH:39][C:5]([O:6][C:7]2[CH:12]=[CH:11][C:10]([S:13]([N:16]3[CH2:25][CH2:24][C:23]4[C:18](=[CH:19][CH:20]=[C:21]([O:26][CH2:27][CH2:28][N:29]5[CH2:34][CH2:33][O:32][CH2:31][CH2:30]5)[CH:22]=4)[CH:17]3[C:35]([O:37]C)=[O:36])(=[O:15])=[O:14])=[CH:9][CH:8]=2)=[CH:4][CH:3]=1.[OH-].[Na+]. The catalyst class is: 33.